From a dataset of Full USPTO retrosynthesis dataset with 1.9M reactions from patents (1976-2016). Predict the reactants needed to synthesize the given product. (1) Given the product [CH3:13][CH2:14][CH2:15][CH2:16][CH2:17][CH2:18][CH2:19][CH2:20][CH2:21][CH2:22][CH2:23][CH2:24][O:26][S:77]([O-:80])(=[O:79])=[O:78].[Na+:55], predict the reactants needed to synthesize it. The reactants are: C1C=CC(CC(N)C(O)=O)=CC=1.[CH3:13][CH2:14][CH2:15][CH2:16][CH2:17][CH2:18][CH2:19][CH2:20][CH2:21][CH2:22][CH2:23][C:24]([O:26]C[C@@H](OC(CCCCCCCCCCC)=O)COP(OC[C@H]([NH3+])C([O-])=O)([O-])=O)=O.[Na+:55].C1C=CC(NC2C=CC(N=NC3C=C([S:77]([OH:80])(=[O:79])=[O:78])C=C4C=C([S:77]([OH:80])(=[O:79])=[O:78])C=C(O)C=34)=C3C=CC=C([S:77]([OH:80])(=[O:79])=[O:78])C=23)=CC=1. (2) Given the product [Cl:18][C:3]1[C:2]2[N:1]=[C:20]([CH2:19][O:21][CH2:22][CH3:23])[N:12]([CH2:13][C:14]([CH3:16])([CH3:15])[OH:17])[C:11]=2[C:10]2[CH:9]=[CH:8][CH:7]=[CH:6][C:5]=2[N:4]=1, predict the reactants needed to synthesize it. The reactants are: [NH2:1][C:2]1[C:3]([Cl:18])=[N:4][C:5]2[C:10]([C:11]=1[NH:12][CH2:13][C:14]([OH:17])([CH3:16])[CH3:15])=[CH:9][CH:8]=[CH:7][CH:6]=2.[CH2:19]([O:21][CH2:22][C:23](Cl)=O)[CH3:20].C1(C)C=CC(S(O)(=O)=O)=CC=1. (3) Given the product [CH:3]1([C:9]([OH:19])([C:13]2[CH:18]=[CH:17][CH:16]=[CH:15][CH:14]=2)[C:10]([CH3:1])=[O:12])[CH2:4][CH2:5][CH2:6][CH2:7][CH2:8]1, predict the reactants needed to synthesize it. The reactants are: [CH3:1][Li].[CH:3]1([C:9]([OH:19])([C:13]2[CH:18]=[CH:17][CH:16]=[CH:15][CH:14]=2)[C:10]([OH:12])=O)[CH2:8][CH2:7][CH2:6][CH2:5][CH2:4]1.Cl. (4) Given the product [C:1]([C:5]1[N:6]=[C:7]([NH:10][C:11]([C:13]2[CH:26]=[CH:25][N:16]3[C:17](=[O:24])[C:18](/[CH:22]=[CH:34]/[C:32]([O:31][C:27]([CH3:28])([CH3:29])[CH3:30])=[O:33])=[C:19]([OH:21])[N:20]=[C:15]3[CH:14]=2)=[O:12])[S:8][CH:9]=1)([CH3:4])([CH3:2])[CH3:3], predict the reactants needed to synthesize it. The reactants are: [C:1]([C:5]1[N:6]=[C:7]([NH:10][C:11]([C:13]2[CH:26]=[CH:25][N:16]3[C:17](=[O:24])[C:18]([CH:22]=O)=[C:19]([OH:21])[N:20]=[C:15]3[CH:14]=2)=[O:12])[S:8][CH:9]=1)([CH3:4])([CH3:3])[CH3:2].[C:27]([O:31][C:32]([CH:34]=P(C1C=CC=CC=1)(C1C=CC=CC=1)C1C=CC=CC=1)=[O:33])([CH3:30])([CH3:29])[CH3:28].